This data is from Reaction yield outcomes from USPTO patents with 853,638 reactions. The task is: Predict the reaction yield, written as a fraction of the theoretical maximum amount of product (1.0 means a 100% yield; for example, 0.34 means a 34% yield). (1) The reactants are [CH2:1]([N:5]([CH2:18][CH:19]([CH3:21])[CH3:20])[C:6]1[CH:11]=[CH:10][C:9]([CH2:12][C:13]#[N:14])=[CH:8][C:7]=1[N+:15]([O-:17])=[O:16])[CH:2]([CH3:4])[CH3:3].Br[CH2:23][CH2:24]Cl.[H-].[Na+]. The catalyst is CN(C=O)C. The product is [CH2:18]([N:5]([CH2:1][CH:2]([CH3:3])[CH3:4])[C:6]1[CH:11]=[CH:10][C:9]([C:12]2([C:13]#[N:14])[CH2:24][CH2:23]2)=[CH:8][C:7]=1[N+:15]([O-:17])=[O:16])[CH:19]([CH3:21])[CH3:20]. The yield is 0.760. (2) The reactants are Cl[C:2]1[CH:3]=[CH:4][C:5]2[N:6]([C:8]([CH2:15][N:16]3[CH2:20][CH:19]([CH:21]=[C:22]([F:24])[F:23])[CH2:18][C:17]3=[O:25])=[C:9]([C:11]([F:14])([F:13])[F:12])[N:10]=2)[N:7]=1.[CH2:26]([NH2:30])[CH2:27][CH2:28][CH3:29].C(=O)([O-])[O-].[K+].[K+]. The catalyst is C(#N)C. The product is [CH2:26]([NH:30][C:2]1[CH:3]=[CH:4][C:5]2[N:6]([C:8]([CH2:15][N:16]3[CH2:20][CH:19]([CH:21]=[C:22]([F:24])[F:23])[CH2:18][C:17]3=[O:25])=[C:9]([C:11]([F:14])([F:13])[F:12])[N:10]=2)[N:7]=1)[CH2:27][CH2:28][CH3:29]. The yield is 0.800. (3) The reactants are [CH3:1][Mg+].[Br-].[F:4][C:5]1[CH:6]=[C:7]([CH:10]=[C:11]([F:14])[C:12]=1[F:13])[CH:8]=[O:9]. The catalyst is C1COCC1. The product is [F:4][C:5]1[CH:6]=[C:7]([CH:8]([OH:9])[CH3:1])[CH:10]=[C:11]([F:14])[C:12]=1[F:13]. The yield is 1.00. (4) The reactants are [OH:1][C:2]1[C:7]2[C@@:8]3([OH:45])[C@@:21]([O:25][CH3:26])([C@H:22]([OH:24])[CH2:23][C:6]=2[CH:5]=[C:4]([CH3:46])[C:3]=1[C:47]([O:49][CH3:50])=[O:48])[C:20](=[O:27])[C:19]1[C:10](=[CH:11][C:12]2[C:13](=[O:43])[C:14]([NH:30][C@@H:31]4[C@H:36]([O:37][CH3:38])[C@H:35]([OH:39])[C@@H:34]([O:40][CH3:41])[C@H:33]([CH3:42])[O:32]4)=[CH:15][C:16](=O)[C:17]=2[C:18]=1[OH:28])[C:9]3=[O:44].[NH4+:51].[OH-]. The catalyst is CO. The product is [OH:1][C:2]1[C:7]2[C@@:8]3([OH:45])[C@@:21]([O:25][CH3:26])([C@H:22]([OH:24])[CH2:23][C:6]=2[CH:5]=[C:4]([CH3:46])[C:3]=1[C:47]([O:49][CH3:50])=[O:48])[C:20](=[O:27])[C:19]1[C:10](=[CH:11][C:12]2[C:13](=[O:43])[C:14]([NH:30][C@@H:31]4[C@H:36]([O:37][CH3:38])[C@H:35]([OH:39])[C@@H:34]([O:40][CH3:41])[C@H:33]([CH3:42])[O:32]4)=[CH:15][C:16](=[NH:51])[C:17]=2[C:18]=1[OH:28])[C:9]3=[O:44]. The yield is 0.520.